Dataset: Full USPTO retrosynthesis dataset with 1.9M reactions from patents (1976-2016). Task: Predict the reactants needed to synthesize the given product. (1) Given the product [C:1]1([CH2:7][C:8](=[O:10])[CH3:9])[CH:6]=[CH:5][CH:4]=[CH:3][CH:2]=1, predict the reactants needed to synthesize it. The reactants are: [C:1]1([CH2:7][CH:8]([OH:10])[CH3:9])[CH:6]=[CH:5][CH:4]=[CH:3][CH:2]=1.[Cr](Cl)([O-])(=O)=O.[NH+]1C=CC=CC=1. (2) Given the product [Cl:1][C:2]1[CH:3]=[C:4]2[C:9](=[C:10]([F:12])[CH:11]=1)[C:8]([CH3:14])([CH3:13])[C:7](=[O:15])[C:6]([C:16]([NH:18][CH2:19][C:20]([OH:22])=[O:21])=[O:17])=[C:5]2[OH:27], predict the reactants needed to synthesize it. The reactants are: [Cl:1][C:2]1[CH:3]=[C:4]2[C:9](=[C:10]([F:12])[CH:11]=1)[C:8]([CH3:14])([CH3:13])[C:7](=[O:15])[C:6]([C:16]([NH:18][CH2:19][C:20]([O:22]C(C)(C)C)=[O:21])=[O:17])=[C:5]2[OH:27]. (3) Given the product [F:22][C:23]1[CH:30]=[C:29]([F:31])[CH:28]=[CH:27][C:24]=1[CH2:25][C:2]1[CH:11]=[CH:10][C:9]2[N:4]([CH:5]=[CH:6][C:7](=[O:20])[C:8]=2[C:12]2[C:17]([F:18])=[CH:16][CH:15]=[CH:14][C:13]=2[F:19])[CH:3]=1, predict the reactants needed to synthesize it. The reactants are: Br[C:2]1[CH:11]=[CH:10][C:9]2[N:4]([CH:5]=[CH:6][C:7](=[O:20])[C:8]=2[C:12]2[C:17]([F:18])=[CH:16][CH:15]=[CH:14][C:13]=2[F:19])[CH:3]=1.[Br-].[F:22][C:23]1[CH:30]=[C:29]([F:31])[CH:28]=[CH:27][C:24]=1[CH2:25][Zn+]. (4) Given the product [O:1]([C:8]1[CH:9]=[C:10]([C:14]23[CH2:19][CH2:18][C:17]([CH2:22][CH:23]4[CH2:25][CH:24]4[CH2:26][OH:27])([CH2:20][CH2:21]2)[CH2:16][O:15]3)[CH:11]=[CH:12][CH:13]=1)[C:2]1[CH:7]=[CH:6][CH:5]=[CH:4][CH:3]=1, predict the reactants needed to synthesize it. The reactants are: [O:1]([C:8]1[CH:9]=[C:10]([C:14]23[CH2:21][CH2:20][C:17]([CH2:22][CH:23]4[CH2:25][CH:24]4[C:26](OC)=[O:27])([CH2:18][CH2:19]2)[CH2:16][O:15]3)[CH:11]=[CH:12][CH:13]=1)[C:2]1[CH:7]=[CH:6][CH:5]=[CH:4][CH:3]=1.[H-].[H-].[H-].[H-].[Li+].[Al+3]. (5) Given the product [F:53][C:54]1([F:58])[CH2:57][N:56]([C:21]2[N:20]=[C:19]([CH2:18][N:14]3[C@@H:13]([CH3:51])[C@@H:12]([C:4]4[CH:5]=[C:6]([C:8]([F:9])([F:11])[F:10])[CH:7]=[C:2]([F:1])[CH:3]=4)[O:16][C:15]3=[O:17])[C:24]([C:25]3[CH:26]=[C:27]([C:33]4[CH:45]=[CH:44][C:36]([C:37]([O:39][C:40]([CH3:41])([CH3:43])[CH3:42])=[O:38])=[CH:35][C:34]=4[CH3:46])[CH:28]=[N:29][C:30]=3[O:31][CH3:32])=[CH:23][N:22]=2)[CH2:55]1, predict the reactants needed to synthesize it. The reactants are: [F:1][C:2]1[CH:3]=[C:4]([C@H:12]2[O:16][C:15](=[O:17])[N:14]([CH2:18][C:19]3[C:24]([C:25]4[CH:26]=[C:27]([C:33]5[CH:45]=[CH:44][C:36]([C:37]([O:39][C:40]([CH3:43])([CH3:42])[CH3:41])=[O:38])=[CH:35][C:34]=5[CH3:46])[CH:28]=[N:29][C:30]=4[O:31][CH3:32])=[CH:23][N:22]=[C:21](S(C)(=O)=O)[N:20]=3)[C@H:13]2[CH3:51])[CH:5]=[C:6]([C:8]([F:11])([F:10])[F:9])[CH:7]=1.Cl.[F:53][C:54]1([F:58])[CH2:57][NH:56][CH2:55]1.C(N(CC)CC)C. (6) Given the product [O:1]1[C:5]2[CH:6]=[CH:7][CH:8]=[CH:9][C:4]=2[CH:3]=[C:2]1[CH:10]([C:28]1[CH:33]=[CH:32][CH:31]=[CH:30][C:29]=1[Cl:34])[NH:11][S:12]([C:15]1[CH:25]=[CH:24][C:18]2[O:19][CH2:20][CH2:21][CH2:22][O:23][C:17]=2[CH:16]=1)(=[O:13])=[O:14], predict the reactants needed to synthesize it. The reactants are: [O:1]1[C:5]2[CH:6]=[CH:7][CH:8]=[CH:9][C:4]=2[CH:3]=[C:2]1[CH:10]=[N:11][S:12]([C:15]1[CH:25]=[CH:24][C:18]2[O:19][CH2:20][CH2:21][CH2:22][O:23][C:17]=2[CH:16]=1)(=[O:14])=[O:13].[Mg].Br[C:28]1[CH:33]=[CH:32][CH:31]=[CH:30][C:29]=1[Cl:34].O1CCCC1.